Dataset: Forward reaction prediction with 1.9M reactions from USPTO patents (1976-2016). Task: Predict the product of the given reaction. (1) Given the reactants N.C1(C[NH2:9])CCCCC1.[O:10]=[C:11]1[C:19]2([CH2:23][O:22][C:21]3[CH:24]=[C:25]4[C:29](=[CH:30][C:20]2=3)[CH2:28][CH2:27][O:26]4)[C:18]2[C:13](=[CH:14][CH:15]=[CH:16][CH:17]=2)[N:12]1[CH2:31][C:32]1[CH:40]=[CH:39][C:35]([C:36]([OH:38])=O)=[CH:34][CH:33]=1.O=C1C2(COC3C=C4C(=CC2=3)CCO4)C2C(=CC=CC=2)N1CC1C=C(C=CC=1)C(O)=O, predict the reaction product. The product is: [O:10]=[C:11]1[C:19]2([CH2:23][O:22][C:21]3[CH:24]=[C:25]4[C:29](=[CH:30][C:20]2=3)[CH2:28][CH2:27][O:26]4)[C:18]2[C:13](=[CH:14][CH:15]=[CH:16][CH:17]=2)[N:12]1[CH2:31][C:32]1[CH:40]=[CH:39][C:35]([C:36]([NH2:9])=[O:38])=[CH:34][CH:33]=1. (2) Given the reactants [OH:1][C:2]1[C:7]([N+:8]([O-])=O)=[CH:6][CH:5]=[CH:4][C:3]=1[C:11]1[CH:16]=[CH:15][CH:14]=[C:13]([CH:17]=[C:18]2[S:22][C:21](=[O:23])[NH:20][C:19]2=[O:24])[CH:12]=1.[Sn](Cl)Cl, predict the reaction product. The product is: [NH2:8][C:7]1[C:2]([OH:1])=[C:3]([C:11]2[CH:16]=[CH:15][CH:14]=[C:13]([CH:17]=[C:18]3[S:22][C:21](=[O:23])[NH:20][C:19]3=[O:24])[CH:12]=2)[CH:4]=[CH:5][CH:6]=1.